From a dataset of Catalyst prediction with 721,799 reactions and 888 catalyst types from USPTO. Predict which catalyst facilitates the given reaction. (1) Reactant: Br[C:2]1[CH:3]=[C:4]([CH2:10][NH:11][C:12]([C:14]2[CH:19]=[CH:18][CH:17]=[C:16]([C:20]([NH:22][CH2:23][C:24]3[C:25]([NH:37][CH:38]4[CH2:43][CH2:42][O:41][CH2:40][CH2:39]4)=[C:26]4[CH:34]=[N:33][N:32]([CH2:35][CH3:36])[C:27]4=[N:28][C:29]=3[CH2:30][CH3:31])=[O:21])[N:15]=2)=[O:13])[CH:5]=[CH:6][C:7]=1[O:8][CH3:9].CC1(C)C(C)(C)OB([C:52]2[CH:53]=[C:54]([CH2:58][CH:59]3[CH2:64][CH2:63][N:62]([C:65]([O:67][C:68]([CH3:71])([CH3:70])[CH3:69])=[O:66])[CH2:61][CH2:60]3)[CH:55]=[CH:56][CH:57]=2)O1.O1CCOCC1.C(=O)([O-])[O-].[K+].[K+]. Product: [CH2:35]([N:32]1[C:27]2=[N:28][C:29]([CH2:30][CH3:31])=[C:24]([CH2:23][NH:22][C:20]([C:16]3[N:15]=[C:14]([C:12]([NH:11][CH2:10][C:4]4[CH:5]=[CH:6][C:7]([O:8][CH3:9])=[C:2]([C:56]5[CH:57]=[CH:52][CH:53]=[C:54]([CH2:58][CH:59]6[CH2:60][CH2:61][N:62]([C:65]([O:67][C:68]([CH3:71])([CH3:70])[CH3:69])=[O:66])[CH2:63][CH2:64]6)[CH:55]=5)[CH:3]=4)=[O:13])[CH:19]=[CH:18][CH:17]=3)=[O:21])[C:25]([NH:37][CH:38]3[CH2:43][CH2:42][O:41][CH2:40][CH2:39]3)=[C:26]2[CH:34]=[N:33]1)[CH3:36]. The catalyst class is: 103. (2) Reactant: [Na].[C:2]([O:10][CH2:11][CH3:12])(=[O:9])[CH2:3][C:4]([O:6][CH2:7][CH3:8])=[O:5].Cl[CH2:14][CH2:15][O:16][CH2:17][CH2:18]Cl. Product: [O:16]1[CH2:17][CH2:18][C:3]([C:4]([O:6][CH2:7][CH3:8])=[O:5])([C:2]([O:10][CH2:11][CH3:12])=[O:9])[CH2:14][CH2:15]1. The catalyst class is: 8. (3) Reactant: C(OC(=O)[NH:7][C@H:8]1[CH2:13][CH2:12][C@@H:11]([NH:14][C:15]([C:17]2[C:18]([NH:24][C:25]3[CH:30]=[CH:29][CH:28]=[C:27]([O:31][CH2:32][CH2:33][N:34]4[CH2:39][CH2:38][O:37][CH2:36][CH2:35]4)[CH:26]=3)=[N:19][CH:20]=[C:21]([F:23])[CH:22]=2)=[O:16])[CH2:10][CH2:9]1)(C)(C)C.C(N1C=CN=C1)(N1C=CN=C1)=O.[H-].[Na+]. Product: [NH2:7][C@@H:8]1[CH2:9][CH2:10][C@H:11]([NH:14][C:15](=[O:16])[C:17]2[CH:22]=[C:21]([F:23])[CH:20]=[N:19][C:18]=2[NH:24][C:25]2[CH:30]=[CH:29][CH:28]=[C:27]([O:31][CH2:32][CH2:33][N:34]3[CH2:39][CH2:38][O:37][CH2:36][CH2:35]3)[CH:26]=2)[CH2:12][CH2:13]1. The catalyst class is: 9. (4) Reactant: [CH3:1][O:2][C:3](=[O:43])[N:4]=[C:5]([S:41][CH3:42])[C:6](=[N:24][C:25]1[CH:30]=[CH:29][C:28]([Br:31])=[C:27]([CH2:32][NH:33][C:34]([O:36][C:37]([CH3:40])([CH3:39])[CH3:38])=[O:35])[CH:26]=1)[C:7]1[CH:12]=[C:11]([CH2:13][CH3:14])[CH:10]=[C:9]([O:15][Si](C(C)(C)C)(C)C)[C:8]=1[F:23].C1COCC1.[F-].C([N+](CCCC)(CCCC)CCCC)CCC.C(OCC)(=O)C. Product: [CH3:1][O:2][C:3](=[O:43])[N:4]=[C:5]([S:41][CH3:42])[C:6](=[N:24][C:25]1[CH:30]=[CH:29][C:28]([Br:31])=[C:27]([CH2:32][NH:33][C:34]([O:36][C:37]([CH3:38])([CH3:39])[CH3:40])=[O:35])[CH:26]=1)[C:7]1[CH:12]=[C:11]([CH2:13][CH3:14])[CH:10]=[C:9]([OH:15])[C:8]=1[F:23]. The catalyst class is: 6. (5) Reactant: [Cl-:1].COC[P+](C1C=CC=CC=1)(C1C=CC=CC=1)C1C=CC=CC=1.CC(C)([O-])C.[K+].COC(=O)C1C=CC(C=O)=CC=1.[Cl-].[NH4+].C[O:45][C:46](=[O:62])[C:47]1[CH:52]=[CH:51][C:50]([CH2:53][CH2:54][N:55]2[CH2:61][CH2:60][CH2:59][CH2:58][CH2:57][CH2:56]2)=[CH:49][CH:48]=1.[OH-].[Na+]. Product: [ClH:1].[N:55]1([CH2:54][CH2:53][C:50]2[CH:49]=[CH:48][C:47]([C:46]([OH:62])=[O:45])=[CH:52][CH:51]=2)[CH2:56][CH2:57][CH2:58][CH2:59][CH2:60][CH2:61]1. The catalyst class is: 83. (6) Reactant: [O:1]1[CH:5]=[C:4]([NH2:6])[CH:3]=[N:2]1.C([O-])([O-])=O.[Na+].[Na+].C([O-])(O)=O.[Na+].[Br:18][CH2:19][C:20](Br)=[O:21]. Product: [Br:18][CH2:19][C:20]([NH:6][C:4]1[CH:3]=[N:2][O:1][CH:5]=1)=[O:21]. The catalyst class is: 34. (7) Reactant: C[N:2]([C-:4]1[CH:8]=[CH:7][CH:6]=[CH:5]1)C.[CH-:9]1[CH:13]=[CH:12][CH:11]=[CH:10]1.[Fe+2:14].B(F)(F)F.CCO[CH2:22][CH3:23].[Li]CCCC.[B:29](OCC)(OCC)OCC.[OH:39][C:40]([C:43]([OH:46])([CH3:45])[CH3:44])([CH3:42])[CH3:41]. The catalyst class is: 1. Product: [CH3:6][C:7]1[C:22]([CH3:23])=[C:5]([B:29]2[O:46][C:43]([CH3:45])([CH3:44])[C:40]([CH3:42])([CH3:41])[O:39]2)[C-:4]([NH2:2])[CH:8]=1.[CH-:9]1[CH:13]=[CH:12][CH:11]=[CH:10]1.[Fe+2:14]. (8) Reactant: [C:12]([O:11][C:9](O[C:9]([O:11][C:12]([CH3:15])([CH3:14])[CH3:13])=[O:10])=[O:10])([CH3:15])([CH3:14])[CH3:13].[CH2:16]([NH2:19])[CH2:17][NH2:18]. Product: [NH2:18][CH2:17][CH2:16][NH:19][C:9](=[O:10])[O:11][C:12]([CH3:13])([CH3:14])[CH3:15]. The catalyst class is: 4. (9) Reactant: CN(C=O)C.C(Cl)(=O)C(Cl)=O.[CH:12]1([S:15]([C:18]2[CH:23]=[CH:22][C:21]([C@@H:24]([CH2:28][CH:29]3[CH2:34][CH2:33][O:32][CH2:31][CH2:30]3)[C:25]([OH:27])=O)=[CH:20][CH:19]=2)(=[O:17])=[O:16])[CH2:14][CH2:13]1.N1C(C)=CC(C)=CC=1C.Cl.[F:45][C:46]1[S:50][C:49]([NH2:51])=[N:48][CH:47]=1.Cl. Product: [CH:12]1([S:15]([C:18]2[CH:23]=[CH:22][C:21]([C@@H:24]([CH2:28][CH:29]3[CH2:30][CH2:31][O:32][CH2:33][CH2:34]3)[C:25]([NH:51][C:49]3[S:50][C:46]([F:45])=[CH:47][N:48]=3)=[O:27])=[CH:20][CH:19]=2)(=[O:16])=[O:17])[CH2:13][CH2:14]1. The catalyst class is: 2.